Dataset: Reaction yield outcomes from USPTO patents with 853,638 reactions. Task: Predict the reaction yield, written as a fraction of the theoretical maximum amount of product (1.0 means a 100% yield; for example, 0.34 means a 34% yield). (1) The reactants are C[O:2][C:3]([C@@H:5]1[CH2:9][C@@H:8]([O:10][CH3:11])[CH2:7][N:6]1[C:12]([O:14][CH2:15][C:16]1[CH:21]=[CH:20][CH:19]=[CH:18][CH:17]=1)=[O:13])=O.[Li+].[BH4-]. The catalyst is C1COCC1. The product is [CH2:15]([O:14][C:12]([N:6]1[CH2:7][C@H:8]([O:10][CH3:11])[CH2:9][C@H:5]1[CH2:3][OH:2])=[O:13])[C:16]1[CH:21]=[CH:20][CH:19]=[CH:18][CH:17]=1. The yield is 0.920. (2) The yield is 0.990. No catalyst specified. The reactants are CC1C=CC(S(O[CH2:12][CH:13]2[CH2:17][C:16]3[CH:18]=[CH:19][C:20]([Cl:29])=[C:21]([C:22]4[CH:27]=[CH:26][CH:25]=[CH:24][C:23]=4[Cl:28])[C:15]=3[O:14]2)(=O)=O)=CC=1.[N-:30]=[N+:31]=[N-:32].[Na+].N(CC1CC2C=C(Cl)C=C(C3C=CSC=3)C=2O1)=[N+]=[N-]. The product is [N:30]([CH2:12][CH:13]1[CH2:17][C:16]2[CH:18]=[CH:19][C:20]([Cl:29])=[C:21]([C:22]3[CH:27]=[CH:26][CH:25]=[CH:24][C:23]=3[Cl:28])[C:15]=2[O:14]1)=[N+:31]=[N-:32]. (3) The reactants are [Br:1][C:2]1[C:3]([C:14]([O:16][CH2:17][CH3:18])=[O:15])=[C:4]([CH3:13])[NH:5][C:6]=1[C:7]1[CH:12]=[CH:11][CH:10]=[CH:9][CH:8]=1.[CH3:19]N(C=O)C.[H-].[Na+].CI. The catalyst is [Cl-].[Na+].O. The product is [Br:1][C:2]1[C:3]([C:14]([O:16][CH2:17][CH3:18])=[O:15])=[C:4]([CH3:13])[N:5]([CH3:19])[C:6]=1[C:7]1[CH:12]=[CH:11][CH:10]=[CH:9][CH:8]=1. The yield is 1.15. (4) The reactants are [CH:1]1([C:6]2[NH:14][C:13]3[C:12](=[O:15])[N:11]([CH2:16][CH2:17][CH3:18])[C:10](Cl)=[N:9][C:8]=3[N:7]=2)[CH2:5][CH2:4][CH2:3][CH2:2]1.[CH2:20]([O:22][C:23](=[O:26])[CH2:24][NH2:25])[CH3:21].C(N(C(C)C)CC)(C)C.C(OCC)(=O)C. The catalyst is CN1CCCC1=O.O. The product is [CH2:20]([O:22][C:23](=[O:26])[CH2:24][NH:25][C:10]1[N:11]([CH2:16][CH2:17][CH3:18])[C:12](=[O:15])[C:13]2[NH:14][C:6]([CH:1]3[CH2:5][CH2:4][CH2:3][CH2:2]3)=[N:7][C:8]=2[N:9]=1)[CH3:21]. The yield is 0.480. (5) The reactants are [NH2:1][C:2]1[CH:7]=[C:6]([O:8][C:9]2[C:10]([CH3:21])=[N:11][CH:12]=[C:13]([C:19]=2[CH3:20])[C:14]([O:16][CH2:17][CH3:18])=[O:15])[CH:5]=[CH:4][N:3]=1.[Br:22]Br. The catalyst is CC(O)=O. The product is [NH2:1][C:2]1[CH:7]=[C:6]([O:8][C:9]2[C:10]([CH3:21])=[N:11][CH:12]=[C:13]([C:19]=2[CH3:20])[C:14]([O:16][CH2:17][CH3:18])=[O:15])[C:5]([Br:22])=[CH:4][N:3]=1. The yield is 0.590.